Dataset: Retrosynthesis with 50K atom-mapped reactions and 10 reaction types from USPTO. Task: Predict the reactants needed to synthesize the given product. (1) Given the product CCCCCCCCCCCc1cc(C(=O)NNC(=O)C2(C#N)CC2)ccc1C, predict the reactants needed to synthesize it. The reactants are: CCCCCCCCCCCc1cc(C(=O)NN)ccc1C.N#CC1(C(=O)O)CC1. (2) Given the product CCCCC(CC)c1nnc(NC(=O)[C@H](CCC)NC2CCc3cc(F)cc(F)c3C2)s1, predict the reactants needed to synthesize it. The reactants are: CCCC(NC1CCc2cc(F)cc(F)c2C1)C(=O)O.CCCCC(CC)c1nnc(N)s1. (3) Given the product CC(=O)Nc1ccc(NCC2CCC(F)(F)CC2)c([N+](=O)[O-])c1, predict the reactants needed to synthesize it. The reactants are: CC(=O)Nc1ccc(F)c([N+](=O)[O-])c1.NCC1CCC(F)(F)CC1. (4) Given the product CC(C)(C)OC(=O)N1CCCC(N(CCCO)c2cccc(Cl)c2)C1, predict the reactants needed to synthesize it. The reactants are: C=CCN(c1cccc(Cl)c1)C1CCCN(C(=O)OC(C)(C)C)C1.[OH-]. (5) Given the product O=C(c1ccccc1)c1cc2ccncc2n1S(=O)(=O)c1ccccc1, predict the reactants needed to synthesize it. The reactants are: O=S(=O)(c1ccccc1)n1c(C(O)c2ccccc2)cc2ccncc21. (6) Given the product CC(C)(C)OC(=O)N1CCN(C2(C)CCNCC2)CC1, predict the reactants needed to synthesize it. The reactants are: CC(C)(C)OC(=O)N1CCN(C2(C)CCN(Cc3ccccc3)CC2)CC1. (7) The reactants are: NCCC(F)(F)F.[N-]=[N+]=Nc1ccc(C(=O)O)cc1. Given the product [N-]=[N+]=Nc1ccc(C(=O)NCCC(F)(F)F)cc1, predict the reactants needed to synthesize it.